This data is from Catalyst prediction with 721,799 reactions and 888 catalyst types from USPTO. The task is: Predict which catalyst facilitates the given reaction. Reactant: [Cl:1][C:2]1[CH:3]=[C:4]([CH:37]=[CH:38][C:39]=1[Cl:40])[C:5]([NH:7][C:8]1[CH:36]=[CH:35][C:11]([O:12][C:13]2[CH:18]=[CH:17][C:16]([CH2:19][CH2:20][C:21]([N:23]3[CH2:28][CH2:27][N:26]([CH2:29][C:30]([O:32]CC)=[O:31])[CH2:25][CH2:24]3)=[O:22])=[CH:15][CH:14]=2)=[CH:10][CH:9]=1)=[O:6].[OH-].[Na+].O.Cl. Product: [ClH:1].[Cl:1][C:2]1[CH:3]=[C:4]([CH:37]=[CH:38][C:39]=1[Cl:40])[C:5]([NH:7][C:8]1[CH:9]=[CH:10][C:11]([O:12][C:13]2[CH:14]=[CH:15][C:16]([CH2:19][CH2:20][C:21]([N:23]3[CH2:24][CH2:25][N:26]([CH2:29][C:30]([OH:32])=[O:31])[CH2:27][CH2:28]3)=[O:22])=[CH:17][CH:18]=2)=[CH:35][CH:36]=1)=[O:6]. The catalyst class is: 219.